From a dataset of Forward reaction prediction with 1.9M reactions from USPTO patents (1976-2016). Predict the product of the given reaction. (1) Given the reactants [F:1][C:2]1([F:18])[CH2:6][CH2:5][C@@H:4]([NH:7][C@H:8]([CH2:16][CH3:17])[C:9]([O:11][C:12](C)(C)C)=[O:10])[CH2:3]1.Cl, predict the reaction product. The product is: [F:1][C:2]1([F:18])[CH2:6][CH2:5][C@@H:4]([NH:7][C@H:8]([CH2:16][CH3:17])[C:9]([O:11][CH3:12])=[O:10])[CH2:3]1. (2) Given the reactants N[C:2]1[CH:3]=[CH:4][C:5]([Br:8])=[N:6][CH:7]=1.N([O-])=O.[Na+].[S:13](=[O:15])=[O:14].[ClH:16], predict the reaction product. The product is: [Br:8][C:5]1[N:6]=[CH:7][C:2]([S:13]([Cl:16])(=[O:15])=[O:14])=[CH:3][CH:4]=1. (3) Given the reactants [N:1]1[CH:6]=[CH:5][CH:4]=[N:3][C:2]=1[N:7]1[CH2:12][CH2:11][CH:10]([C:13]([OH:15])=O)[CH2:9][CH2:8]1.BrC1N=CC=CN=1.[N:23]1[C:32]2[C:27](=[CH:28][C:29]([NH2:33])=[CH:30][CH:31]=2)[N:26]=[CH:25][CH:24]=1, predict the reaction product. The product is: [N:23]1[C:32]2[C:27](=[CH:28][C:29]([NH:33][C:13]([CH:10]3[CH2:9][CH2:8][N:7]([C:2]4[N:1]=[CH:6][CH:5]=[CH:4][N:3]=4)[CH2:12][CH2:11]3)=[O:15])=[CH:30][CH:31]=2)[N:26]=[CH:25][CH:24]=1. (4) Given the reactants [NH:1]1[CH:7]=[CH:6][CH:5]=[CH:4][CH:3]=[C:2]1[C:8]1[O:9][CH2:10][C:11](=[O:19])[C:12]=1[C:13]([O:15][CH:16]([CH3:18])[CH3:17])=[O:14].[NH:20]1[C:28]2[C:23](=[CH:24][CH:25]=[CH:26][N:27]=2)[C:22]([CH:29]=O)=[CH:21]1, predict the reaction product. The product is: [NH:20]1[C:28]2=[N:27][CH:26]=[CH:25][CH:24]=[C:23]2[C:22]([CH:29]=[C:10]2[O:9][C:8]([C:2]3[NH:1][CH:7]=[CH:6][CH:5]=[CH:4][CH:3]=3)=[C:12]([C:13]([O:15][CH:16]([CH3:17])[CH3:18])=[O:14])[C:11]2=[O:19])=[CH:21]1. (5) Given the reactants [CH2:1]([C:3]1[CH:8]=[CH:7][C:6]([CH:9]2[CH2:14][NH:13][CH2:12][CH:11]([C:15]([O:17][CH3:18])=[O:16])[CH2:10]2)=[CH:5][C:4]=1[F:19])[CH3:2].Cl[C:21]([O:23][C:24]1[CH:29]=[CH:28][C:27]([N+:30]([O-:32])=[O:31])=[CH:26][CH:25]=1)=[O:22], predict the reaction product. The product is: [CH2:1]([C:3]1[CH:8]=[CH:7][C:6]([CH:9]2[CH2:14][N:13]([C:21]([O:23][C:24]3[CH:25]=[CH:26][C:27]([N+:30]([O-:32])=[O:31])=[CH:28][CH:29]=3)=[O:22])[CH2:12][CH:11]([C:15]([O:17][CH3:18])=[O:16])[CH2:10]2)=[CH:5][C:4]=1[F:19])[CH3:2]. (6) Given the reactants C([O:3][C:4]([CH2:6][N:7]([CH3:34])[C:8]([C:10]1[CH:11]=[C:12]([NH:16]/[C:17](=[C:24]2\[C:25](=[O:33])[NH:26][C:27]3[C:32]\2=[CH:31][CH:30]=[CH:29][CH:28]=3)/[C:18]2[CH:23]=[CH:22][CH:21]=[CH:20][CH:19]=2)[CH:13]=[CH:14][CH:15]=1)=[O:9])=[O:5])C.[OH-].[Na+], predict the reaction product. The product is: [C:4]([CH2:6][N:7]([CH3:34])[C:8]([C:10]1[CH:11]=[C:12]([NH:16]/[C:17](=[C:24]2\[C:25](=[O:33])[NH:26][C:27]3[C:32]\2=[CH:31][CH:30]=[CH:29][CH:28]=3)/[C:18]2[CH:23]=[CH:22][CH:21]=[CH:20][CH:19]=2)[CH:13]=[CH:14][CH:15]=1)=[O:9])([OH:5])=[O:3]. (7) Given the reactants [CH:1]1([NH2:4])[CH2:3][CH2:2]1.C(N(CC)CC)C.[N+:12]([C:15]1[CH:20]=[CH:19][CH:18]=[CH:17][C:16]=1[S:21](Cl)(=[O:23])=[O:22])([O-:14])=[O:13], predict the reaction product. The product is: [CH:1]1([NH:4][S:21]([C:16]2[CH:17]=[CH:18][CH:19]=[CH:20][C:15]=2[N+:12]([O-:14])=[O:13])(=[O:22])=[O:23])[CH2:3][CH2:2]1.